From a dataset of Drug-target binding data from BindingDB using Ki measurements. Regression. Given a target protein amino acid sequence and a drug SMILES string, predict the binding affinity score between them. We predict pKi (pKi = -log10(Ki in M); higher means stronger inhibition). Dataset: bindingdb_ki. (1) The compound is O=C(NOP(=O)([O-])OC[C@H]1O[C@@H](n2cnc3cncnc32)[C@H](O)[C@@H]1O)c1cccc(O)c1O. The target protein (P10378) has sequence MSIPFTRWPEEFARRYREKGYWQDLPLTDILTRHAASDSIAVIDGERQLSYRELNQAADNLACSLRRQGIKPGETALVQLGNVAELYITFFALLKLGVAPVLALFSHQRSELNAYASQIEPALLIADRQHALFSGDDFLNTFVTEHSSIRVVQLLNDSGEHNLQDAINHPAEDFTATPSPADEVAYFQLSGGTTGTPKLIPRTHNDYYYSVRRSVEICQFTQQTRYLCAIPAAHNYAMSSPGSLGVFLAGGTVVLAADPSATLCFPLIEKHQVNVTALVPPAVSLWLQALIEGESRAQLASLKLLQVGGARLSATLAARIPAEIGCQLQQVFGMAEGLVNYTRLDDSAEKIIHTQGYPMCPDDEVWVADAEGNPLPQGEVGRLMTRGPYTFRGYYKSPQHNASAFDANGFYCSGDLISIDPEGYITVQGREKDQINRGGEKIAAEEIENLLLRHPAVIYAALVSMEDELMGEKSCAYLVVKEPLRAVQVRRFLREQGIAE.... The pKi is 8.3. (2) The drug is O=C(NO)[C@@H](O)[C@H](O)[C@H](O)COP(=O)(O)O. The target protein (Q9N1E2) has sequence MAALTRNPQFQKLQQWHREHGSELNLRHLFDTDKERFNHFSLTLNTNHGHILLDYSKNLVTEEVMHMLLDLAKSRGVEAARESMFNGEKINSTEDRAVLHVALRNRSNTPIVVDGKDVMPEVNKVLDKMKAFCQRVRSGDWKGYTGKTITDVINIGIGGSDLGPLMVTEALKPYSSGGPRVWFVSNIDGTHIAKTLACLNPESSLFIIASKTFTTQETITNAETAKDWFLLSAKDPSTVAKHFVALSTNTAKVKEFGIDPQNMFEFWDWVGGRYSLWSAIGLSIALHVGFDNFEQLLSGAHWMDQHFRTTPLEKNAPVLLAMLGIWYINCFGCETQAVLPYDQYLHRFAAYFQQGDMESNGKYITKSGARVDHQTGPIVWGEPGTNGQHAFYQLIHQGTKMIPCDFLIPVQTQHPIRKGLHHKILLANFLAQTEALMKGKSTEEARKELQAAGKSPEDLMKLLPHKVFEGNRPTNSIVFTKLTPFILGALIAMYEHKIFV.... The pKi is 7.0. (3) The drug is CCC(=O)N(O)CC(Cc1ccccc1)C(=O)O. The target protein (P15085) has sequence MRGLLVLSVLLGAVFGKEDFVGHQVLRISVADEAQVQKVKELEDLEHLQLDFWRGPAHPGSPIDVRVPFPSIQAVKIFLESHGISYETMIEDVQSLLDEEQEQMFAFRSRARSTDTFNYATYHTLEEIYDFLDLLVAENPHLVSKIQIGNTYEGRPIYVLKFSTGGSKRPAIWIDTGIHSREWVTQASGVWFAKKITQDYGQDAAFTAILDTLDIFLEIVTNPDGFAFTHSTNRMWRKTRSHTAGSLCIGVDPNRNWDAGFGLSGASSNPCSETYHGKFANSEVEVKSIVDFVKDHGNIKAFISIHSYSQLLMYPYGYKTEPVPDQDELDQLSKAAVTALASLYGTKFNYGSIIKAIYQASGSTIDWTYSQGIKYSFTFELRDTGRYGFLLPASQIIPTAKETWLALLTIMEHTLNHPY. The pKi is 5.2. (4) The drug is CN(C)CCSc1nc2ccccc2c2c1CCOc1ccccc1-2. The target protein (P28564) has sequence MEEQGIQCAPPPPATSQTGVPLANLSHNCSADDYIYQDSIALPWKVLLVALLALITLATTLSNAFVIATVYRTRKLHTPANYLIASLAVTDLLVSILVMPISTMYTVTGRWTLGQVVCDFWLSSDITCCTASIMHLCVIALDRYWAITDAVDYSAKRTPKRAAIMIVLVWVFSISISLPPFFWRQAKAEEEVLDCFVNTDHVLYTVYSTVGAFYLPTLLLIALYGRIYVEARSRILKQTPNKTGKRLTRAQLITDSPGSTSSVTSINSRVPEVPSESGSPVYVNQVKVRVSDALLEKKKLMAARERKATKTLGIILGAFIVCWLPFFIISLVMPICKDACWFHMAIFDFFNWLGYLNSLINPIIYTMSNEDFKQAFHKLIRFKCTG. The pKi is 5.9. (5) The drug is CCC(CC)(Cc1ccc(C(=O)Oc2ccc(C(=N)N)cc2F)s1)C(=O)N1CC(C(=O)O)C1. The target protein (P98073) has sequence MGSKRGISSRHHSLSSYEIMFAALFAILVVLCAGLIAVSCLTIKESQRGAALGQSHEARATFKITSGVTYNPNLQDKLSVDFKVLAFDLQQMIDEIFLSSNLKNEYKNSRVLQFENGSIIVVFDLFFAQWVSDENVKEELIQGLEANKSSQLVTFHIDLNSVDILDKLTTTSHLATPGNVSIECLPGSSPCTDALTCIKADLFCDGEVNCPDGSDEDNKMCATVCDGRFLLTGSSGSFQATHYPKPSETSVVCQWIIRVNQGLSIKLSFDDFNTYYTDILDIYEGVGSSKILRASIWETNPGTIRIFSNQVTATFLIESDESDYVGFNATYTAFNSSELNNYEKINCNFEDGFCFWVQDLNDDNEWERIQGSTFSPFTGPNFDHTFGNASGFYISTPTGPGGRQERVGLLSLPLDPTLEPACLSFWYHMYGENVHKLSINISNDQNMEKTVFQKEGNYGDNWNYGQVTLNETVKFKVAFNAFKNKILSDIALDDISLTYG.... The pKi is 9.0. (6) The compound is COc1ccc(Cn2c([C@H](N)Cc3c[nH]c4ccccc34)nnc2[C@@H](Cc2c[nH]c3ccccc23)NC(=O)C(C)(C)N)cc1. The target protein (Q92847) has sequence MWNATPSEEPGFNLTLADLDWDASPGNDSLGDELLQLFPAPLLAGVTATCVALFVVGIAGNLLTMLVVSRFRELRTTTNLYLSSMAFSDLLIFLCMPLDLVRLWQYRPWNFGDLLCKLFQFVSESCTYATVLTITALSVERYFAICFPLRAKVVVTKGRVKLVIFVIWAVAFCSAGPIFVLVGVEHENGTDPWDTNECRPTEFAVRSGLLTVMVWVSSIFFFLPVFCLTVLYSLIGRKLWRRRRGDAVVGASLRDQNHKQTVKMLAVVVFAFILCWLPFHVGRYLFSKSFEPGSLEIAQISQYCNLVSFVLFYLSAAINPILYNIMSKKYRVAVFRLLGFEPFSQRKLSTLKDESSRAWTESSINT. The pKi is 6.9. (7) The drug is O=C(Nc1cccc([N+](=O)[O-])c1)OCCCc1cnc[nH]1. The target protein (P47747) has sequence MAFNGTVPSFCMDFTVYKVTISVILIILILVTVAGNVVVCLAVGLNRRLRSLTNCFIVSLAVTDLLLGLLVLPFSAIYQLSCKWSFSKVFCNIYTSLDVMLCTASILNLFMISLDRYCAVTDPLRYPVLITPARVAISLVFIWVISITLSFLSIHLGWNSRNETSKDNDTIVKCKVQVNEVYGLVDGLVTFYLPLLIMCITYFRIFKIAREQARRINHIGSWKAATIREHKATVTLAAVMGAFIICWFPYFTVFVYRGLKGDDAVNEVFEDVVLWLGYANSALNPILYAALNRDFRTAYHQLFCCRLASHNSHETSLRLNNSQLNRSQCQEPRWQEDKPLNLQVWSGTEVTAPQGATNR. The pKi is 4.9. (8) The compound is CN1CCC[C@H]1COc1cc(F)cc(F)c1. The target protein (Q9JLB5) has sequence MGTRSHYLDLGFLLLLFLPAECLGAEGRLAHKLFRDLFANYTSALRPVADTDQTLNVTLEVTLSQIIDMDERNQVLTLYLWIRQEWTDAYLHWDPKAYGDLDAIRIPSRLVWRPDIVLYNKADTQPPASASTNVVVRHDGAVRWDAPAITRSSCRVDVSAFPFDAQRCGLTFGSWTHGGHQLDVRPRGTSASLADFVENVEWRVLGMPARRRVLTYGCCSEPYPDVTFTLLLRRRAAAYVCNLLLPCVFISLLAPLAFHLPADSGEKVSLGVTVLLALTVFQLILAESMPPAESVPLIGKYYMATMTMVTFSTALTILIMNLHYCGPNAHPVPAWARVLLLGHLAKGLCVRERGEPCGQSKPLESAPSLQPPPASPAGPCHEPRCLCHQEALLHHIASIASTFRSHRAAQRRHEDWKRLARVMDRFFLGIFFCMALVMSLIVLVQAL. The pKi is 7.7. (9) The drug is CCN(CC)C(=O)N[C@@H](CCCCN)C(=O)c1noc(Cc2ccc(OCCc3ccc(Cl)c(Cl)c3)cc2)n1. The target protein (Q15661,P20231) has sequence MLNLLLLALPVLASRAYAAPAPGQALQRVGIVGGQEAPRSKWPWQVSLRVHGPYWMHFCGGSLIHPQWVLTAAHCVGPDVKDLAALRVQLREQHLYYQDQLLPVSRIIVHPQFYTAQIGADIALLELEEPVNVSSHVHTVTLPPASETFPPGMPCWVTGWGDVDNDERLPPPFPLKQVKVPIMENHICDAKYHLGAYTGDDVRIVRDDMLCAGNTRRDSCQGDSGGPLVCKVNGTWLQAGVVSWGEGCAQPNRPGIYTRVTYYLDWIHHYVPKKP. The pKi is 7.7. (10) The small molecule is CCC[C@H](O[C@@H]1C[C@@H]2[C@H]([C@]1(N)C(=O)O)[C@@]2(F)C(=O)O)c1ccc(Cl)c(Cl)c1. The target protein (Q14416) has sequence MGSLLALLALLLLWGAVAEGPAKKVLTLEGDLVLGGLFPVHQKGGPAEDCGPVNEHRGIQRLEAMLFALDRINRDPHLLPGVRLGAHILDSCSKDTHALEQALDFVRASLSRGADGSRHICPDGSYATHGDAPTAITGVIGGSYSDVSIQVANLLRLFQIPQISYASTSAKLSDKSRYDYFARTVPPDFFQAKAMAEILRFFNWTYVSTVASEGDYGETGIEAFELEARARNICVATSEKVGRAMSRAAFEGVVRALLQKPSARVAVLFTRSEDARELLAASQRLNASFTWVASDGWGALESVVAGSEGAAEGAITIELASYPISDFASYFQSLDPWNNSRNPWFREFWEQRFRCSFRQRDCAAHSLRAVPFEQESKIMFVVNAVYAMAHALHNMHRALCPNTTRLCDAMRPVNGRRLYKDFVLNVKFDAPFRPADTHNEVRFDRFGDGIGRYNIFTYLRAGSGRYRYQKVGYWAEGLTLDTSLIPWASPSAGPLPASRC.... The pKi is 8.5.